Dataset: Catalyst prediction with 721,799 reactions and 888 catalyst types from USPTO. Task: Predict which catalyst facilitates the given reaction. (1) Reactant: [F:1][C:2]1[CH:7]=[CH:6][C:5]([CH3:8])=[CH:4][C:3]=1[CH2:9][CH2:10][OH:11].C1(P(C2C=CC=CC=2)C2C=CC=CC=2)C=CC=CC=1.[CH3:31][O:32][C:33](=[O:43])[C:34]1[CH:39]=[CH:38][C:37]([O:40][CH3:41])=[C:36](O)[CH:35]=1.CC(OC(/N=N/C(OC(C)C)=O)=O)C. Product: [CH3:31][O:32][C:33](=[O:43])[C:34]1[CH:39]=[CH:38][C:37]([O:40][CH3:41])=[C:36]([O:11][CH2:10][CH2:9][C:3]2[CH:4]=[C:5]([CH3:8])[CH:6]=[CH:7][C:2]=2[F:1])[CH:35]=1. The catalyst class is: 1. (2) Reactant: [CH:1]1([NH:7][S:8]([C:11]2[CH:16]=[CH:15][CH:14]=[C:13]([CH2:17][OH:18])[CH:12]=2)(=[O:10])=[O:9])[CH2:6][CH2:5][CH2:4][CH2:3][CH2:2]1.[H-].[Na+].[CH3:21][Si:22]([CH3:29])([CH3:28])[CH2:23][CH2:24][O:25][CH2:26]Cl.P([O-])([O-])([O-])=O. Product: [CH:1]1([N:7]([CH2:26][O:25][CH2:24][CH2:23][Si:22]([CH3:29])([CH3:28])[CH3:21])[S:8]([C:11]2[CH:16]=[CH:15][CH:14]=[C:13]([CH2:17][OH:18])[CH:12]=2)(=[O:9])=[O:10])[CH2:6][CH2:5][CH2:4][CH2:3][CH2:2]1. The catalyst class is: 18. (3) Reactant: N[C:2]1[CH:7]=[CH:6][C:5]([N:8]2[CH2:13][CH2:12][N:11](C(OC(C)(C)C)=O)[CH2:10][CH2:9]2)=[C:4]([F:21])[CH:3]=1.N([O-])=O.[Na+].[OH-].[Na+].[BrH:28]. Product: [Br:28][C:2]1[CH:7]=[CH:6][C:5]([N:8]2[CH2:13][CH2:12][NH:11][CH2:10][CH2:9]2)=[C:4]([F:21])[CH:3]=1. The catalyst class is: 6.